This data is from Catalyst prediction with 721,799 reactions and 888 catalyst types from USPTO. The task is: Predict which catalyst facilitates the given reaction. (1) Reactant: [CH3:1][C:2]([C:35]([OH:37])=[O:36])([C:4]1[CH:5]=[CH:6][C:7]([CH:10]([OH:34])[CH2:11][CH2:12][CH2:13][N:14]2[CH2:19][CH2:18][CH:17]([C:20]([OH:33])([C:27]3[CH:28]=[CH:29][CH:30]=[CH:31][CH:32]=3)[C:21]3[CH:22]=[CH:23][CH:24]=[CH:25][CH:26]=3)[CH2:16][CH2:15]2)=[CH:8][CH:9]=1)[CH3:3].Cl.C(#N)C.C(N(CC)CC)C. Product: [CH3:3][C:2]([C:35]([OH:37])=[O:36])([C:4]1[CH:9]=[CH:8][C:7]([CH:10]([OH:34])[CH2:11][CH2:12][CH2:13][N:14]2[CH2:15][CH2:16][CH:17]([C:20]([OH:33])([C:21]3[CH:26]=[CH:25][CH:24]=[CH:23][CH:22]=3)[C:27]3[CH:28]=[CH:29][CH:30]=[CH:31][CH:32]=3)[CH2:18][CH2:19]2)=[CH:6][CH:5]=1)[CH3:1]. The catalyst class is: 21. (2) Reactant: Br[C:2]1[C:3]([F:16])=[C:4]([NH:9][S:10]([CH2:13][CH2:14][CH3:15])(=[O:12])=[O:11])[CH:5]=[CH:6][C:7]=1[F:8].[Cl:17][C:18]1[N:27]=[C:26]([N:28]2[CH2:33][CH2:32][O:31][CH2:30][CH2:29]2)[C:25]2[C:20](=[C:21]([O:43][CH3:44])[CH:22]=[C:23](B3OC(C)(C)C(C)(C)O3)[CH:24]=2)[N:19]=1.C(=O)([O-])[O-].[Na+].[Na+].C(Cl)Cl. The catalyst class is: 57. Product: [Cl:17][C:18]1[N:27]=[C:26]([N:28]2[CH2:29][CH2:30][O:31][CH2:32][CH2:33]2)[C:25]2[C:20](=[C:21]([O:43][CH3:44])[CH:22]=[C:23]([C:2]3[C:3]([F:16])=[C:4]([NH:9][S:10]([CH2:13][CH2:14][CH3:15])(=[O:12])=[O:11])[CH:5]=[CH:6][C:7]=3[F:8])[CH:24]=2)[N:19]=1. (3) Reactant: CS(O[CH2:6][C:7]1[N:11]([C:12]2[CH:17]=[CH:16][C:15]([C:18]([NH:20][CH2:21][CH3:22])=[O:19])=[CH:14][CH:13]=2)[N:10]=[N:9][C:8]=1[C:23]([NH:25][CH:26]1[CH2:28][CH2:27]1)=[O:24])(=O)=O.C(=O)([O-])[O-].[K+].[K+].[NH:35]1[CH2:40][CH2:39][O:38][CH2:37][CH2:36]1. Product: [CH:26]1([NH:25][C:23]([C:8]2[N:9]=[N:10][N:11]([C:12]3[CH:17]=[CH:16][C:15]([C:18]([NH:20][CH2:21][CH3:22])=[O:19])=[CH:14][CH:13]=3)[C:7]=2[CH2:6][N:35]2[CH2:40][CH2:39][O:38][CH2:37][CH2:36]2)=[O:24])[CH2:27][CH2:28]1. The catalyst class is: 115.